From a dataset of Reaction yield outcomes from USPTO patents with 853,638 reactions. Predict the reaction yield, written as a fraction of the theoretical maximum amount of product (1.0 means a 100% yield; for example, 0.34 means a 34% yield). (1) The reactants are [Li+].[OH-].[CH2:3]([O:10][N:11]1[C:17](=[O:18])[N:16]2[CH2:19][C@H:12]1[CH2:13][CH2:14][C@H:15]2[C:20]([O:22]CC)=[O:21])[C:4]1[CH:9]=[CH:8][CH:7]=[CH:6][CH:5]=1. The catalyst is C1COCC1.O. The product is [CH2:3]([O:10][N:11]1[C:17](=[O:18])[N:16]2[CH2:19][C@H:12]1[CH2:13][CH2:14][C@H:15]2[C:20]([OH:22])=[O:21])[C:4]1[CH:9]=[CH:8][CH:7]=[CH:6][CH:5]=1. The yield is 0.777. (2) The reactants are [F:1][C:2]1[CH:3]=[C:4]([NH:20][C:21]([C:23]2[C:24](=[O:36])[N:25]([C:30]3[CH:35]=[CH:34][CH:33]=[CH:32][CH:31]=3)[N:26]([CH3:29])[C:27]=2[CH3:28])=[O:22])[CH:5]=[CH:6][C:7]=1[O:8][C:9]1[C:18]2[C:13](=[CH:14][C:15]([OH:19])=[CH:16][CH:17]=2)[N:12]=[CH:11][CH:10]=1.CS(O[CH2:42][CH2:43][CH2:44][N:45]1[CH2:51][CH:50]([OH:52])[C:47]2([CH2:49][CH2:48]2)[CH2:46]1)(=O)=O.C([O-])([O-])=O.[Cs+].[Cs+]. The catalyst is CC(N(C)C)=O. The product is [OH:52][CH:50]1[C:47]2([CH2:49][CH2:48]2)[CH2:46][N:45]([CH2:44][CH2:43][CH2:42][O:19][C:15]2[CH:14]=[C:13]3[C:18]([C:9]([O:8][C:7]4[CH:6]=[CH:5][C:4]([NH:20][C:21]([C:23]5[C:24](=[O:36])[N:25]([C:30]6[CH:31]=[CH:32][CH:33]=[CH:34][CH:35]=6)[N:26]([CH3:29])[C:27]=5[CH3:28])=[O:22])=[CH:3][C:2]=4[F:1])=[CH:10][CH:11]=[N:12]3)=[CH:17][CH:16]=2)[CH2:51]1. The yield is 0.730. (3) The reactants are [F:1][C:2]([F:33])([F:32])[C:3]1[CH:8]=[CH:7][CH:6]=[CH:5][C:4]=1[C@H:9]([O:11][C:12]1[CH:16]=[C:15]([N:17]2[C:21]3[CH:22]=C(C=C)[CH:24]=[CH:25][C:20]=3[N:19]=[CH:18]2)[S:14][C:13]=1[C:28]([O:30][CH3:31])=[O:29])[CH3:10].C[N+]1([O-])CC[O:38]CC1.[CH3:42][C:43]([CH3:45])=[O:44].O. The catalyst is [Os](=O)(=O)(=O)=O.CC(O)(C)C. The product is [OH:44][CH:43]([C:45]1[CH:24]=[CH:25][C:20]2[N:19]=[CH:18][N:17]([C:15]3[S:14][C:13]([C:28]([O:30][CH3:31])=[O:29])=[C:12]([O:11][C@@H:9]([C:4]4[CH:5]=[CH:6][CH:7]=[CH:8][C:3]=4[C:2]([F:33])([F:32])[F:1])[CH3:10])[CH:16]=3)[C:21]=2[CH:22]=1)[CH2:42][OH:38]. The yield is 0.920. (4) The reactants are [ClH:1].FC1C=C([CH:29]([C:33]([NH:35][C:36]2[CH:41]=[CH:40][C:39]([F:42])=[CH:38][CH:37]=2)=[O:34])[C:30](N)=[O:31])C=CC=1OC1C2=C(C)C(OCCN3CCOCC3)=CN2N=CN=1.[F:43][C:44]1[CH:45]=[C:46]([NH2:71])[CH:47]=[CH:48][C:49]=1[O:50][C:51]1[C:56]2=[C:57]([CH3:70])[C:58]([O:60][CH2:61][CH2:62][N:63]3[CH2:68][CH2:67][N:66]([CH3:69])[CH2:65][CH2:64]3)=[CH:59][N:55]2[N:54]=[CH:53][N:52]=1. No catalyst specified. The product is [ClH:1].[ClH:1].[F:43][C:44]1[CH:45]=[C:46]([NH:71][C:30](=[O:31])[CH2:29][C:33]([NH:35][C:36]2[CH:41]=[CH:40][C:39]([F:42])=[CH:38][CH:37]=2)=[O:34])[CH:47]=[CH:48][C:49]=1[O:50][C:51]1[C:56]2=[C:57]([CH3:70])[C:58]([O:60][CH2:61][CH2:62][N:63]3[CH2:64][CH2:65][N:66]([CH3:69])[CH2:67][CH2:68]3)=[CH:59][N:55]2[N:54]=[CH:53][N:52]=1. The yield is 0.460. (5) The yield is 0.0500. The catalyst is CO. The reactants are Cl.C(O[C:5]([C:7]1[CH:8]=[C:9]2[C:13](=[CH:14][CH:15]=1)[NH:12][N:11]=[C:10]2[C:16]1[CH:21]=[CH:20][C:19]([F:22])=[CH:18][CH:17]=1)=[NH:6])C.NNC([CH:27]1[CH2:31][CH2:30][CH2:29][NH:28]1)=O.C[O-].[Na+].O=[C:36]1[CH:40]=C[N:38]=[N:37]1. The product is [F:22][C:19]1[CH:18]=[CH:17][C:16]([C:10]2[C:9]3[C:13](=[CH:14][CH:15]=[C:7]([C:5]4[N:6]=[C:36]([CH2:40][N:28]5[CH2:27][CH2:31][CH2:30][CH2:29]5)[NH:37][N:38]=4)[CH:8]=3)[NH:12][N:11]=2)=[CH:21][CH:20]=1. (6) The reactants are [BH4-].[Na+].[CH2:11]([Se:10][Se:10][CH2:11][C@H:12]([NH2:16])[C:13]([OH:15])=[O:14])[C@H:12]([NH2:16])[C:13]([OH:15])=[O:14].[Cl:17]C[C:19]1[CH:24]=[CH:23][C:22]([CH3:25])=[CH:21][CH:20]=1.[CH2:26]1COCC1. The catalyst is [OH-].[Na+]. The product is [ClH:17].[CH3:26][CH:25]([Se:10][CH2:11][C@@H:12]([C:13]([OH:15])=[O:14])[NH2:16])[C:22]1[CH:21]=[CH:20][CH:19]=[CH:24][CH:23]=1. The yield is 0.940.